From a dataset of Peptide-MHC class I binding affinity with 185,985 pairs from IEDB/IMGT. Regression. Given a peptide amino acid sequence and an MHC pseudo amino acid sequence, predict their binding affinity value. This is MHC class I binding data. (1) The peptide sequence is FSLPAQLL. The MHC is HLA-B58:02 with pseudo-sequence HLA-B58:02. The binding affinity (normalized) is 0.595. (2) The peptide sequence is KLDFIRNTK. The MHC is HLA-B07:02 with pseudo-sequence HLA-B07:02. The binding affinity (normalized) is 0.0847.